From a dataset of Catalyst prediction with 721,799 reactions and 888 catalyst types from USPTO. Predict which catalyst facilitates the given reaction. (1) The catalyst class is: 2. Reactant: [F:1][C:2]([F:24])([F:23])[C:3]1[CH:4]=[C:5]([C:13]2[N:17]=[CH:16][N:15](/[CH:18]=[CH:19]\[C:20](O)=[O:21])[N:14]=2)[CH:6]=[C:7]([C:9]([F:12])([F:11])[F:10])[CH:8]=1.[C:25]([O:29][C:30](=[O:38])[NH:31][CH2:32][C:33]1([F:37])[CH2:36][NH:35][CH2:34]1)([CH3:28])([CH3:27])[CH3:26].C(P1(=O)OP(CCC)(=O)OP(CCC)(=O)O1)CC.CCN(C(C)C)C(C)C. Product: [C:25]([O:29][C:30](=[O:38])[NH:31][CH2:32][C:33]1([F:37])[CH2:34][N:35]([C:20](=[O:21])/[CH:19]=[CH:18]\[N:15]2[CH:16]=[N:17][C:13]([C:5]3[CH:6]=[C:7]([C:9]([F:10])([F:11])[F:12])[CH:8]=[C:3]([C:2]([F:23])([F:24])[F:1])[CH:4]=3)=[N:14]2)[CH2:36]1)([CH3:28])([CH3:26])[CH3:27]. (2) Reactant: [NH:1]1[CH2:6][CH2:5][CH:4]([C:7]#[N:8])[CH2:3][CH2:2]1.O=[CH:10][CH2:11][NH:12][C:13](=[O:19])[O:14][C:15]([CH3:18])([CH3:17])[CH3:16].C(O[BH-](OC(=O)C)OC(=O)C)(=O)C.[Na+]. Product: [C:7]([CH:4]1[CH2:5][CH2:6][N:1]([CH2:10][CH2:11][NH:12][C:13](=[O:19])[O:14][C:15]([CH3:18])([CH3:17])[CH3:16])[CH2:2][CH2:3]1)#[N:8]. The catalyst class is: 2. (3) Reactant: Cl.[C:2]1([CH2:8][N:9]2[CH2:16][CH2:15][CH2:14][C@H:10]2[C:11]([OH:13])=O)[CH:7]=[CH:6][CH:5]=[CH:4][CH:3]=1.[CH:17]1[CH:18]=CC2N(O)N=[N:23][C:21]=2[CH:22]=1.[CH3:27]N1CCOCC1.N1CCCCC1.CCN=C=NCCCN(C)C.Cl. Product: [C:2]1([CH2:8][N:9]2[CH2:16][CH2:15][CH2:14][CH2:27][C@H:10]2[C:11]([N:23]2[CH2:18][CH2:17][CH2:22][CH2:21]2)=[O:13])[CH:3]=[CH:4][CH:5]=[CH:6][CH:7]=1. The catalyst class is: 2.